From a dataset of Peptide-MHC class II binding affinity with 134,281 pairs from IEDB. Regression. Given a peptide amino acid sequence and an MHC pseudo amino acid sequence, predict their binding affinity value. This is MHC class II binding data. The peptide sequence is YKFIPSLEAAVKQAY. The MHC is DRB1_1602 with pseudo-sequence DRB1_1602. The binding affinity (normalized) is 0.606.